Dataset: Forward reaction prediction with 1.9M reactions from USPTO patents (1976-2016). Task: Predict the product of the given reaction. (1) Given the reactants [CH3:1][S:2]1(=[O:13])[C:7]2[CH:8]=[CH:9][CH:10]=[CH:11][C:6]=2[N:5]=[C:4]([CH3:12])[N:3]=1.[N+:14]([O-])([O-:16])=[O:15].[K+].[NH4+].[OH-], predict the reaction product. The product is: [CH3:1][S:2]1(=[O:13])[C:7]2[CH:8]=[C:9]([N+:14]([O-:16])=[O:15])[CH:10]=[CH:11][C:6]=2[N:5]=[C:4]([CH3:12])[N:3]=1. (2) Given the reactants [Mg].[Br:2][C:3]1[CH:10]=[CH:9][C:6]([CH2:7]Br)=[CH:5][CH:4]=1.C(Br)C1C=CC=CC=1.[C:19]1(=[O:23])[CH2:22][CH2:21][CH2:20]1, predict the reaction product. The product is: [Br:2][C:3]1[CH:10]=[CH:9][C:6]([CH2:7][C:19]2([OH:23])[CH2:22][CH2:21][CH2:20]2)=[CH:5][CH:4]=1.